From a dataset of Catalyst prediction with 721,799 reactions and 888 catalyst types from USPTO. Predict which catalyst facilitates the given reaction. (1) Product: [Si:35]([O:42][C@H:43]([C:57]1[CH:66]=[CH:65][C:64]([OH:67])=[C:63]2[C:58]=1[CH:59]=[CH:60][C:61](=[O:68])[NH:62]2)[CH2:44][NH:45][CH:46]1[CH2:47][CH2:48][N:49]([CH2:52][CH2:53][C:54]([NH:76][CH2:75][C:74]2[CH:77]=[CH:78][C:71]([C:70]#[N:69])=[CH:72][CH:73]=2)=[O:56])[CH2:50][CH2:51]1)([C:38]([CH3:39])([CH3:40])[CH3:41])([CH3:37])[CH3:36]. The catalyst class is: 338. Reactant: C(NC(=O)CCN1CCC(NC[C@H](O)C2C=CC(O)=C3C=2C=CC(=O)N3)CC1)C1C=CC=CC=1.[Si:35]([O:42][C@H:43]([C:57]1[CH:66]=[CH:65][C:64]([OH:67])=[C:63]2[C:58]=1[CH:59]=[CH:60][C:61](=[O:68])[NH:62]2)[CH2:44][NH:45][CH:46]1[CH2:51][CH2:50][N:49]([CH2:52][CH2:53][C:54]([OH:56])=O)[CH2:48][CH2:47]1)([C:38]([CH3:41])([CH3:40])[CH3:39])([CH3:37])[CH3:36].[NH2:69][CH2:70][C:71]1[CH:78]=[CH:77][C:74]([C:75]#[N:76])=[CH:73][CH:72]=1.CN(C(ON1N=NC2C=CC=NC1=2)=[N+](C)C)C.F[P-](F)(F)(F)(F)F. (2) Reactant: [CH:1]([C:3]1[N:4]=[C:5]2[C:10]([N:11]3[CH2:16][CH2:15][O:14][CH2:13][CH2:12]3)=[CH:9][CH:8]=[N:7][N:6]2[C:17]=1[C:18]1[CH:19]=[CH:20][C:21]([N:24]2[CH2:29][CH2:28][N:27]([C:30]([O:32][C:33]([CH3:36])([CH3:35])[CH3:34])=[O:31])[CH2:26][CH2:25]2)=[N:22][CH:23]=1)=O.[NH2:37][C:38]1[CH:47]=[CH:46][C:45]2[C:40](=[CH:41][CH:42]=[CH:43][CH:44]=2)[N:39]=1.CC(O)=O.[BH-](OC(C)=O)(OC(C)=O)OC(C)=O.[Na+].C([O-])(O)=O.[Na+]. Product: [O:14]1[CH2:15][CH2:16][N:11]([C:10]2[C:5]3[N:6]([C:17]([C:18]4[CH:19]=[CH:20][C:21]([N:24]5[CH2:25][CH2:26][N:27]([C:30]([O:32][C:33]([CH3:34])([CH3:36])[CH3:35])=[O:31])[CH2:28][CH2:29]5)=[N:22][CH:23]=4)=[C:3]([CH2:1][NH:37][C:38]4[CH:47]=[CH:46][C:45]5[C:40](=[CH:41][CH:42]=[CH:43][CH:44]=5)[N:39]=4)[N:4]=3)[N:7]=[CH:8][CH:9]=2)[CH2:12][CH2:13]1. The catalyst class is: 26. (3) Reactant: [CH2:1]([O:8][CH2:9][C@@H:10]([NH:13][C:14](=[O:20])[O:15][C:16]([CH3:19])([CH3:18])[CH3:17])[CH2:11]O)[C:2]1[CH:7]=[CH:6][CH:5]=[CH:4][CH:3]=1.CS(Cl)(=O)=O.CCN(C(C)C)C(C)C.[N-:35]=[N+:36]=[N-:37].[Na+]. Product: [N:35]([CH2:11][C@H:10]([NH:13][C:14](=[O:20])[O:15][C:16]([CH3:19])([CH3:18])[CH3:17])[CH2:9][O:8][CH2:1][C:2]1[CH:7]=[CH:6][CH:5]=[CH:4][CH:3]=1)=[N+:36]=[N-:37]. The catalyst class is: 781. (4) The catalyst class is: 8. Product: [NH2:6][C:5]1[N:34]([C:24]2[C:23]([Cl:22])=[CH:28][C:27]([C:29]([F:30])([F:32])[F:31])=[CH:26][C:25]=2[Cl:33])[N:35]=[C:3]([S:2][CH3:1])[C:4]=1[S:7]([C:10]1[CH:15]=[CH:14][CH:13]=[C:12]([C:16]([F:18])([F:19])[F:17])[CH:11]=1)(=[O:9])=[O:8]. Reactant: [CH3:1][S:2][C:3](SC)=[C:4]([S:7]([C:10]1[CH:15]=[CH:14][CH:13]=[C:12]([C:16]([F:19])([F:18])[F:17])[CH:11]=1)(=[O:9])=[O:8])[C:5]#[N:6].[Cl:22][C:23]1[CH:28]=[C:27]([C:29]([F:32])([F:31])[F:30])[CH:26]=[C:25]([Cl:33])[C:24]=1[NH:34][NH2:35].O. (5) Reactant: Br[CH:2]([C:7]1[C:16]([Cl:17])=[C:15]2[C:10]([CH2:11][CH2:12][N:13]([CH2:19][C:20]3[C:21](=[O:28])[NH:22][C:23]([CH3:27])=[CH:24][C:25]=3[CH3:26])[C:14]2=[O:18])=[C:9]([Cl:29])[CH:8]=1)[C:3]([O:5][CH3:6])=[O:4].Cl.[F:31][C@@H:32]1[CH2:36][CH2:35][NH:34][CH2:33]1.C(N(CC)C(C)C)(C)C. Product: [Cl:29][C:9]1[CH:8]=[C:7]([CH:2]([N:34]2[CH2:35][CH2:36][C@@H:32]([F:31])[CH2:33]2)[C:3]([O:5][CH3:6])=[O:4])[C:16]([Cl:17])=[C:15]2[C:10]=1[CH2:11][CH2:12][N:13]([CH2:19][C:20]1[C:21](=[O:28])[NH:22][C:23]([CH3:27])=[CH:24][C:25]=1[CH3:26])[C:14]2=[O:18]. The catalyst class is: 9.